Task: Predict the reaction yield, written as a fraction of the theoretical maximum amount of product (1.0 means a 100% yield; for example, 0.34 means a 34% yield).. Dataset: Reaction yield outcomes from USPTO patents with 853,638 reactions (1) The reactants are I[C:2]1[C:10]2[C:5](=[CH:6][C:7]([CH:11]=[O:12])=[CH:8][CH:9]=2)[NH:4][N:3]=1.[Cu](C#N)[C:14]#[N:15].O. The catalyst is CN(C=O)C. The product is [CH:11]([C:7]1[CH:6]=[C:5]2[C:10]([C:2]([C:14]#[N:15])=[N:3][NH:4]2)=[CH:9][CH:8]=1)=[O:12]. The yield is 0.730. (2) The product is [C:1]([C:5]1[CH:37]=[CH:36][C:8]([CH2:9][N:10]2[C:14](=[O:15])[N:13]([CH2:16][CH3:17])[C:12]([CH2:18][CH2:19][CH2:20][C:21]3[CH:22]=[CH:23][C:24]([C:72]4[CH:73]=[CH:68][CH:69]=[C:70]([CH:74]5[CH2:76][CH:75]5[C:77]([OH:79])=[O:78])[CH:71]=4)=[CH:25][CH:26]=3)=[N:11]2)=[CH:7][CH:6]=1)([CH3:4])([CH3:2])[CH3:3]. The catalyst is CCOC(C)=O.C1C=CC(/C=C/C(/C=C/C2C=CC=CC=2)=O)=CC=1.C1C=CC(/C=C/C(/C=C/C2C=CC=CC=2)=O)=CC=1.C1C=CC(/C=C/C(/C=C/C2C=CC=CC=2)=O)=CC=1.[Pd].[Pd].CO.C1COCC1.COCCOC. The reactants are [C:1]([C:5]1[CH:37]=[CH:36][C:8]([CH2:9][N:10]2[C:14](=[O:15])[N:13]([CH2:16][CH3:17])[C:12]([CH2:18][CH2:19][CH2:20][C:21]3[CH:26]=[CH:25][C:24](B4OC(C)(C)C(C)(C)O4)=[CH:23][CH:22]=3)=[N:11]2)=[CH:7][CH:6]=1)([CH3:4])([CH3:3])[CH3:2].C1(P(C2CCCCC2)C2C=CC=CC=2C2C(OC)=CC=CC=2OC)CCCCC1.Br[C:68]1[CH:69]=[C:70]([CH:74]2[CH2:76][CH:75]2[C:77]([O:79]CC)=[O:78])[CH:71]=[CH:72][CH:73]=1.P([O-])([O-])([O-])=O.[K+].[K+].[K+].[OH-].[Li+]. The yield is 0.620. (3) The reactants are [CH3:1][N:2]([CH3:17])[CH2:3][CH2:4][O:5][C:6]1[CH:11]=[CH:10][C:9]([CH2:12][CH2:13][CH2:14][CH2:15]N)=[CH:8][CH:7]=1.[C:18]([O:22][C:23]([NH:25][C:26](=[N:29][C:30]([C:32]1[C:37]([NH2:38])=[N:36][C:35]([NH2:39])=[C:34]([Cl:40])[N:33]=1)=[O:31])SC)=[O:24])([CH3:21])([CH3:20])[CH3:19].C1COCC1.C([N:48](CC)CC)C. No catalyst specified. The product is [C:18]([O:22][C:23]([NH:25][C:26]([N:29]([C:30]([C:32]1[C:37]([NH2:38])=[N:36][C:35]([NH2:39])=[C:34]([Cl:40])[N:33]=1)=[O:31])[CH2:15][CH2:14][CH2:13][CH2:12][C:9]1[CH:8]=[CH:7][C:6]([O:5][CH2:4][CH2:3][N:2]([CH3:17])[CH3:1])=[CH:11][CH:10]=1)=[NH:48])=[O:24])([CH3:21])([CH3:20])[CH3:19]. The yield is 0.600. (4) The reactants are [Br:1][C:2]1[CH:3]=[C:4]([N:8]2[C:13](=O)[CH:12]3[CH:10]([CH2:11]3)[C:9]2=O)[CH:5]=[CH:6][CH:7]=1.CO.O. The catalyst is C1COCC1. The product is [Br:1][C:2]1[CH:3]=[C:4]([N:8]2[CH2:9][CH:10]3[CH:12]([CH2:11]3)[CH2:13]2)[CH:5]=[CH:6][CH:7]=1. The yield is 0.950. (5) The reactants are [CH3:1][O:2][C:3]1[CH:4]=[C:5]([NH:9][C:10]2[C:22]3[C:21]4[C:16](=[CH:17][CH:18]=[CH:19][CH:20]=4)[NH:15][C:14]=3[N:13]=[C:12]([NH:23]C(=O)C(C)(C)C)[N:11]=2)[CH:6]=[CH:7][CH:8]=1.[OH-].[Na+].C(Cl)(Cl)Cl.CO. The catalyst is CCOCC. The product is [CH3:1][O:2][C:3]1[CH:4]=[C:5]([NH:9][C:10]2[C:22]3[C:21]4[C:16](=[CH:17][CH:18]=[CH:19][CH:20]=4)[NH:15][C:14]=3[N:13]=[C:12]([NH2:23])[N:11]=2)[CH:6]=[CH:7][CH:8]=1. The yield is 0.920. (6) The reactants are [C:1]([O:5][C:6](=[O:20])[C:7]([CH3:19])([S:9][C:10]1[CH:18]=[CH:17][C:13]([C:14]([OH:16])=[O:15])=[CH:12][CH:11]=1)[CH3:8])([CH3:4])([CH3:3])[CH3:2].[F:21][C:22]([F:38])([F:37])[C:23]1[CH:36]=[CH:35][C:26]([CH2:27][N:28]2[CH:32]=[C:31]([CH2:33]O)[N:30]=[N:29]2)=[CH:25][CH:24]=1.C1(N=C=NC2CCCCC2)CCCCC1. The catalyst is CN(C)C1C=CN=CC=1.ClCCl. The product is [C:1]([O:5][C:6](=[O:20])[C:7]([CH3:8])([S:9][C:10]1[CH:11]=[CH:12][C:13]([C:14]([O:16][CH2:33][C:31]2[N:30]=[N:29][N:28]([CH2:27][C:26]3[CH:35]=[CH:36][C:23]([C:22]([F:37])([F:21])[F:38])=[CH:24][CH:25]=3)[CH:32]=2)=[O:15])=[CH:17][CH:18]=1)[CH3:19])([CH3:2])([CH3:3])[CH3:4]. The yield is 0.900. (7) The yield is 0.910. The product is [CH3:1][S:2][CH:9]([CH2:10][CH3:11])[CH2:8][C:7]([OH:13])=[O:12]. The reactants are [C:1](SC)(=O)[S:2]C.[C:7]([OH:13])(=[O:12])/[CH:8]=[CH:9]/[CH2:10][CH3:11].[OH-].[K+]. No catalyst specified.